Dataset: Full USPTO retrosynthesis dataset with 1.9M reactions from patents (1976-2016). Task: Predict the reactants needed to synthesize the given product. (1) Given the product [ClH:4].[CH3:5][S:6]([C:9]1[CH:10]=[CH:11][C:12]([CH2:13][C:14]2[N:18]=[C:17]([CH:19]3[CH2:24][CH2:23][NH:22][CH2:21][CH2:20]3)[O:16][N:15]=2)=[CH:32][CH:33]=1)(=[O:7])=[O:8], predict the reactants needed to synthesize it. The reactants are: C([Cl:4])(=O)C.[CH3:5][S:6]([C:9]1[CH:33]=[CH:32][C:12]([CH2:13][C:14]2[N:18]=[C:17]([CH:19]3[CH2:24][CH2:23][N:22](C(OC(C)(C)C)=O)[CH2:21][CH2:20]3)[O:16][N:15]=2)=[CH:11][CH:10]=1)(=[O:8])=[O:7]. (2) Given the product [F:35][C:31]1[CH:30]=[C:29]2[C:34]([C:26]([C:22]3[CH:21]=[C:20]4[C:25](=[CH:24][CH:23]=3)[N:17]([CH2:16][CH2:15][C:14]([N:11]3[CH2:12][CH2:13][NH:8][CH2:9][CH2:10]3)=[O:36])[N:18]=[CH:19]4)=[CH:27][NH:28]2)=[CH:33][CH:32]=1, predict the reactants needed to synthesize it. The reactants are: C(OC([N:8]1[CH2:13][CH2:12][N:11]([C:14](=[O:36])[CH2:15][CH2:16][N:17]2[C:25]3[C:20](=[CH:21][C:22]([C:26]4[C:34]5[C:29](=[CH:30][C:31]([F:35])=[CH:32][CH:33]=5)[NH:28][CH:27]=4)=[CH:23][CH:24]=3)[CH:19]=[N:18]2)[CH2:10][CH2:9]1)=O)(C)(C)C.